From a dataset of NCI-60 drug combinations with 297,098 pairs across 59 cell lines. Regression. Given two drug SMILES strings and cell line genomic features, predict the synergy score measuring deviation from expected non-interaction effect. (1) Drug 1: CCC1=CC2CC(C3=C(CN(C2)C1)C4=CC=CC=C4N3)(C5=C(C=C6C(=C5)C78CCN9C7C(C=CC9)(C(C(C8N6C)(C(=O)OC)O)OC(=O)C)CC)OC)C(=O)OC.C(C(C(=O)O)O)(C(=O)O)O. Drug 2: C1=CN(C=N1)CC(O)(P(=O)(O)O)P(=O)(O)O. Cell line: SF-268. Synergy scores: CSS=15.8, Synergy_ZIP=-3.25, Synergy_Bliss=-3.36, Synergy_Loewe=-8.43, Synergy_HSA=-1.66. (2) Drug 1: C1=NC2=C(N1)C(=S)N=C(N2)N. Drug 2: C1CCC(C(C1)N)N.C(=O)(C(=O)[O-])[O-].[Pt+4]. Cell line: UACC-257. Synergy scores: CSS=7.59, Synergy_ZIP=-8.82, Synergy_Bliss=-4.73, Synergy_Loewe=-11.1, Synergy_HSA=-5.70. (3) Drug 1: CC1=CC=C(C=C1)C2=CC(=NN2C3=CC=C(C=C3)S(=O)(=O)N)C(F)(F)F. Cell line: COLO 205. Synergy scores: CSS=22.9, Synergy_ZIP=-6.87, Synergy_Bliss=1.85, Synergy_Loewe=-11.4, Synergy_HSA=-1.13. Drug 2: C1CN1P(=S)(N2CC2)N3CC3. (4) Drug 1: CNC(=O)C1=CC=CC=C1SC2=CC3=C(C=C2)C(=NN3)C=CC4=CC=CC=N4. Drug 2: CCCCC(=O)OCC(=O)C1(CC(C2=C(C1)C(=C3C(=C2O)C(=O)C4=C(C3=O)C=CC=C4OC)O)OC5CC(C(C(O5)C)O)NC(=O)C(F)(F)F)O. Cell line: COLO 205. Synergy scores: CSS=0.560, Synergy_ZIP=3.03, Synergy_Bliss=-1.04, Synergy_Loewe=-3.54, Synergy_HSA=-4.77. (5) Drug 1: C1C(C(OC1N2C=NC3=C(N=C(N=C32)Cl)N)CO)O. Drug 2: C1CC(C1)(C(=O)O)C(=O)O.[NH2-].[NH2-].[Pt+2]. Cell line: UACC62. Synergy scores: CSS=31.6, Synergy_ZIP=0.480, Synergy_Bliss=2.81, Synergy_Loewe=3.47, Synergy_HSA=6.01. (6) Synergy scores: CSS=42.1, Synergy_ZIP=-1.56, Synergy_Bliss=-4.09, Synergy_Loewe=-18.4, Synergy_HSA=-2.94. Drug 2: C1=CN(C=N1)CC(O)(P(=O)(O)O)P(=O)(O)O. Cell line: K-562. Drug 1: C1C(C(OC1N2C=NC3=C(N=C(N=C32)Cl)N)CO)O.